Dataset: CYP2C9 inhibition data for predicting drug metabolism from PubChem BioAssay. Task: Regression/Classification. Given a drug SMILES string, predict its absorption, distribution, metabolism, or excretion properties. Task type varies by dataset: regression for continuous measurements (e.g., permeability, clearance, half-life) or binary classification for categorical outcomes (e.g., BBB penetration, CYP inhibition). Dataset: cyp2c9_veith. (1) The drug is COc1ccccc1CC(=O)Nc1cc2oc3ccccc3c2cc1OC. The result is 1 (inhibitor). (2) The compound is NCC(=O)Nc1ccccc1. The result is 0 (non-inhibitor). (3) The compound is CC(C)OC(=O)C1=C2SCC(=O)N2C(N)=C(C#N)C1. The result is 1 (inhibitor). (4) The drug is Cc1cc(CC(=O)[O-])n(C)c1C(=O)c1ccc(Cl)cc1.[Na+]. The result is 0 (non-inhibitor). (5) The molecule is C[C@@H](C(=O)Nc1ccc2ccccc2c1)[C@H]1C[C@]1(C)[C@H](NC(=O)c1cccnc1)c1ccccc1. The result is 1 (inhibitor). (6) The compound is Cc1ccc(C(=O)c2cc([N+](=O)[O-])ccc2N2CCOCC2)c(C)c1. The result is 1 (inhibitor). (7) The molecule is COc1cnc(SCc2ccc(Cl)cc2)nc1Cl. The result is 1 (inhibitor). (8) The molecule is N1=C(c2nnc(-c3nn[nH]n3)nn2)NNN1. The result is 0 (non-inhibitor).